This data is from Forward reaction prediction with 1.9M reactions from USPTO patents (1976-2016). The task is: Predict the product of the given reaction. (1) Given the reactants [CH3:1][N:2]1[C:10]2[C:5](=[CH:6][CH:7]=[CH:8][CH:9]=2)[C:4]([C:11]([NH:13][CH2:14][C:15]([C:17]2[CH:26]=[CH:25][C:24]3[C:19](=[CH:20][CH:21]=[C:22]([O:27][CH3:28])[CH:23]=3)[CH:18]=2)=O)=[O:12])=[CH:3]1, predict the reaction product. The product is: [CH3:28][O:27][C:22]1[CH:23]=[C:24]2[C:19](=[CH:20][CH:21]=1)[CH:18]=[C:17]([C:15]1[O:12][C:11]([C:4]3[C:5]4[C:10](=[CH:9][CH:8]=[CH:7][CH:6]=4)[N:2]([CH3:1])[CH:3]=3)=[N:13][CH:14]=1)[CH:26]=[CH:25]2. (2) The product is: [Br:23][C:10]1[C:11]2[O:15][C:14]([CH3:16])([CH3:17])[C:13](=[O:18])[C:12]=2[C:19]([CH3:20])=[C:8]([NH:7][C:6](=[O:22])[O:5][C:1]([CH3:4])([CH3:2])[CH3:3])[C:9]=1[CH3:21]. Given the reactants [C:1]([O:5][C:6](=[O:22])[NH:7][C:8]1[C:9]([CH3:21])=[CH:10][C:11]2[O:15][C:14]([CH3:17])([CH3:16])[C:13](=[O:18])[C:12]=2[C:19]=1[CH3:20])([CH3:4])([CH3:3])[CH3:2].[Br:23]N1C(=O)CCC1=O.O, predict the reaction product. (3) Given the reactants [CH2:1]([C:3]1[CH:7]=[C:6]([C:8]([OH:10])=O)[N:5]([CH3:11])[N:4]=1)[CH3:2].O1CCCC1.C(Cl)(=O)C(Cl)=O.[NH2:23][C:24]1[CH:25]=[C:26]([CH:43]=[CH:44][CH:45]=1)[O:27][C:28]1[CH:29]=[CH:30][C:31]2[N:32]([N:34]=[C:35]([NH:37][C:38]([CH:40]3[CH2:42][CH2:41]3)=[O:39])[N:36]=2)[CH:33]=1, predict the reaction product. The product is: [CH:40]1([C:38]([NH:37][C:35]2[N:36]=[C:31]3[CH:30]=[CH:29][C:28]([O:27][C:26]4[CH:25]=[C:24]([NH:23][C:8]([C:6]5[N:5]([CH3:11])[N:4]=[C:3]([CH2:1][CH3:2])[CH:7]=5)=[O:10])[CH:45]=[CH:44][CH:43]=4)=[CH:33][N:32]3[N:34]=2)=[O:39])[CH2:41][CH2:42]1. (4) Given the reactants [C:1]1([P:7]([C:14]2[CH:19]=[CH:18][CH:17]=[CH:16][CH:15]=2)[C:8]2[CH:13]=[CH:12][CH:11]=[CH:10][CH:9]=2)[CH:6]=[CH:5][CH:4]=[CH:3][CH:2]=1.[CH3:20][CH:21]([O:23]C(/N=N/C(OC(C)C)=O)=O)C.[CH3:34][CH2:35][OH:36], predict the reaction product. The product is: [C:14]1([P:7]([C:1]2[CH:2]=[CH:3][CH:4]=[CH:5][CH:6]=2)([C:8]2[CH:13]=[CH:12][CH:11]=[CH:10][CH:9]=2)([O:36][CH2:35][CH3:34])[O:23][CH2:21][CH3:20])[CH:15]=[CH:16][CH:17]=[CH:18][CH:19]=1. (5) Given the reactants Br[C:2]1[N:3]=[C:4](/[CH:13]=[CH:14]/[C:15]2[CH:16]=[C:17]([C:29]([NH:31][CH3:32])=[O:30])[C:18]3[N:19]([C:21]([CH3:28])=[C:22]([C:24]([F:27])([F:26])[F:25])[N:23]=3)[N:20]=2)[N:5]([C:7]2[CH:12]=[CH:11][CH:10]=[CH:9][CH:8]=2)[CH:6]=1.[NH:33]1[CH2:37][CH2:36][CH2:35][C:34]1=[O:38], predict the reaction product. The product is: [CH3:32][NH:31][C:29]([C:17]1[C:18]2[N:19]([C:21]([CH3:28])=[C:22]([C:24]([F:27])([F:26])[F:25])[N:23]=2)[N:20]=[C:15](/[CH:14]=[CH:13]/[C:4]2[N:5]([C:7]3[CH:8]=[CH:9][CH:10]=[CH:11][CH:12]=3)[CH:6]=[C:2]([N:33]3[CH2:37][CH2:36][CH2:35][C:34]3=[O:38])[N:3]=2)[CH:16]=1)=[O:30]. (6) Given the reactants C[C:2]1[CH:7]=[CH:6][C:5]([CH3:8])=[CH:4][N:3]=1.NC(N)=O.[OH:13]O.O.[CH3:16][CH2:17]OC(C)=O, predict the reaction product. The product is: [N+:3]1([O-:13])[C:4]2[CH2:17][CH2:16][CH2:8][C:5]=2[CH:6]=[CH:7][CH:2]=1.